Dataset: Reaction yield outcomes from USPTO patents with 853,638 reactions. Task: Predict the reaction yield, written as a fraction of the theoretical maximum amount of product (1.0 means a 100% yield; for example, 0.34 means a 34% yield). (1) The reactants are [CH3:1][O:2][C:3](=[O:33])/[CH:4]=[CH:5]/[C:6]1[CH:11]=[CH:10][C:9]([CH:12]2[CH2:16][CH2:15][CH2:14][N:13]2[CH2:17][CH2:18][C:19]2[C:27]3[C:22](=[CH:23][C:24]([NH2:28])=[CH:25][CH:26]=3)[NH:21][C:20]=2[C:29]([CH3:32])([CH3:31])[CH3:30])=[CH:8][CH:7]=1.[CH3:34][S:35](Cl)(=[O:37])=[O:36].C(N(CC)CC)C. The catalyst is ClCCl.C(OCC)(=O)C. The product is [CH3:1][O:2][C:3](=[O:33])/[CH:4]=[CH:5]/[C:6]1[CH:11]=[CH:10][C:9]([CH:12]2[CH2:16][CH2:15][CH2:14][N:13]2[CH2:17][CH2:18][C:19]2[C:27]3[C:22](=[CH:23][C:24]([NH:28][S:35]([CH3:34])(=[O:37])=[O:36])=[CH:25][CH:26]=3)[NH:21][C:20]=2[C:29]([CH3:30])([CH3:32])[CH3:31])=[CH:8][CH:7]=1. The yield is 0.260. (2) The reactants are [CH3:1][N:2]1[CH:7]=[C:6](B2OC(C)(C)C(C)(C)O2)[CH:5]=[C:4]([NH:17][C:18]2[CH:30]=[C:21]3[CH2:22][N:23]([CH:26]4[CH2:29][O:28][CH2:27]4)[CH2:24][CH2:25][N:20]3[N:19]=2)[C:3]1=[O:31].Cl[C:33]1[C:38]([CH:39]=[O:40])=[C:37]([N:41]2[CH2:54][CH2:53][N:44]3[C:45]4[CH2:46][CH2:47][CH2:48][CH2:49][C:50]=4[C:51]([F:52])=[C:43]3[C:42]2=[O:55])[N:36]=[CH:35][CH:34]=1.[O-]P([O-])([O-])=O.[K+].[K+].[K+].C([O-])(=O)C.[Na+]. The catalyst is C1C=CC(P(C2C=CC=CC=2)[C-]2C=CC=C2)=CC=1.C1C=CC(P(C2C=CC=CC=2)[C-]2C=CC=C2)=CC=1.Cl[Pd]Cl.[Fe+2].O.C(#N)C. The product is [F:52][C:51]1[C:50]2[CH2:49][CH2:48][CH2:47][CH2:46][C:45]=2[N:44]2[CH2:53][CH2:54][N:41]([C:37]3[N:36]=[CH:35][CH:34]=[C:33]([C:6]4[CH:5]=[C:4]([NH:17][C:18]5[CH:30]=[C:21]6[CH2:22][N:23]([CH:26]7[CH2:29][O:28][CH2:27]7)[CH2:24][CH2:25][N:20]6[N:19]=5)[C:3](=[O:31])[N:2]([CH3:1])[CH:7]=4)[C:38]=3[CH:39]=[O:40])[C:42](=[O:55])[C:43]=12. The yield is 0.600. (3) The reactants are [NH2:1][C@@H:2]([CH2:12][S:13][C:14]1[CH:19]=[CH:18][CH:17]=[CH:16][CH:15]=1)[CH2:3][C:4]([N:6]1[CH2:11][CH2:10][O:9][CH2:8][CH2:7]1)=[O:5].CCN(C(C)C)C(C)C.F[C:30]1[CH:35]=[CH:34][C:33]([S:36]([NH2:39])(=[O:38])=[O:37])=[CH:32][C:31]=1[N+:40]([O-:42])=[O:41]. The catalyst is CN(C=O)C.CCOC(C)=O. The product is [O:9]1[CH2:10][CH2:11][N:6]([C:4](=[O:5])[CH2:3][C@@H:2]([NH:1][C:30]2[CH:35]=[CH:34][C:33]([S:36]([NH2:39])(=[O:38])=[O:37])=[CH:32][C:31]=2[N+:40]([O-:42])=[O:41])[CH2:12][S:13][C:14]2[CH:19]=[CH:18][CH:17]=[CH:16][CH:15]=2)[CH2:7][CH2:8]1. The yield is 0.830.